From a dataset of Full USPTO retrosynthesis dataset with 1.9M reactions from patents (1976-2016). Predict the reactants needed to synthesize the given product. (1) Given the product [CH:1]([C:4]1[N:5]=[C:6]([CH2:9][CH2:10][C:11]2[CH:25]=[CH:24][N:14]3[C:15](=[O:23])[C:16]([C:19]([NH2:26])=[O:20])=[CH:17][N:18]=[C:13]3[CH:12]=2)[S:7][CH:8]=1)([CH3:3])[CH3:2], predict the reactants needed to synthesize it. The reactants are: [CH:1]([C:4]1[N:5]=[C:6]([CH2:9][CH2:10][C:11]2[CH:25]=[CH:24][N:14]3[C:15](=[O:23])[C:16]([C:19](OC)=[O:20])=[CH:17][N:18]=[C:13]3[CH:12]=2)[S:7][CH:8]=1)([CH3:3])[CH3:2].[NH3:26]. (2) Given the product [CH:16]([N:13]1[CH2:12][CH2:11][N:10]([C:5]2[CH:4]=[CH:3][C:2]([NH:1][C:32](=[O:33])[CH:31]([CH2:35][CH3:36])[CH2:29][CH3:30])=[CH:9][C:6]=2[C:7]#[N:8])[CH2:15][CH2:14]1)([C:17]1[CH:22]=[CH:21][CH:20]=[CH:19][CH:18]=1)[C:23]1[CH:24]=[CH:25][CH:26]=[CH:27][CH:28]=1, predict the reactants needed to synthesize it. The reactants are: [NH2:1][C:2]1[CH:3]=[CH:4][C:5]([N:10]2[CH2:15][CH2:14][N:13]([CH:16]([C:23]3[CH:28]=[CH:27][CH:26]=[CH:25][CH:24]=3)[C:17]3[CH:22]=[CH:21][CH:20]=[CH:19][CH:18]=3)[CH2:12][CH2:11]2)=[C:6]([CH:9]=1)[C:7]#[N:8].[CH2:29]([CH:31]([CH2:35][CH3:36])[C:32](Cl)=[O:33])[CH3:30]. (3) Given the product [CH2:28]([C:30]1[CH:35]=[C:34]([O:36][CH2:2][CH2:3][CH:4]([C:8]2[S:9][C:10]3[CH:17]=[C:16]([C:18]([F:21])([F:20])[F:19])[CH:15]=[CH:14][C:11]=3[C:12]=2[CH3:13])[CH2:5][CH2:6][CH3:7])[CH:33]=[CH:32][C:31]=1[O:37][CH2:38][C:39]([O:41][CH2:42][CH3:43])=[O:40])[CH3:29], predict the reactants needed to synthesize it. The reactants are: Br[CH2:2][CH2:3][CH:4]([C:8]1[S:9][C:10]2[CH:17]=[C:16]([C:18]([F:21])([F:20])[F:19])[CH:15]=[CH:14][C:11]=2[C:12]=1[CH3:13])[CH2:5][CH2:6][CH3:7].C(=O)([O-])[O-].[Cs+].[Cs+].[CH2:28]([C:30]1[CH:35]=[C:34]([OH:36])[CH:33]=[CH:32][C:31]=1[O:37][CH2:38][C:39]([O:41][CH2:42][CH3:43])=[O:40])[CH3:29].